Regression/Classification. Given a drug SMILES string, predict its absorption, distribution, metabolism, or excretion properties. Task type varies by dataset: regression for continuous measurements (e.g., permeability, clearance, half-life) or binary classification for categorical outcomes (e.g., BBB penetration, CYP inhibition). Dataset: rlm. From a dataset of Rat liver microsome stability data. (1) The drug is O=C(O)C12CCC(C(=O)N3CC[C@](c4ccc(C(F)(C(F)(F)F)C(F)(F)F)cc4)(S(=O)(=O)c4ccc(F)cc4)C3)(CC1)CC2. The result is 0 (unstable in rat liver microsomes). (2) The molecule is COc1ccc(NC(=O)c2[nH]c(C)c(C(C)=O)c2C)cc1S(=O)(=O)Nc1cccc(C#N)c1. The result is 1 (stable in rat liver microsomes). (3) The result is 1 (stable in rat liver microsomes). The drug is O=C(CSc1ccccc1)Nc1nnc(COc2ccc(Cl)cc2)s1. (4) The molecule is CCN1C(=O)c2ccccc2[S@+]([O-])c2ccc(C(=O)NCc3ccc(F)cc3)cc21. The result is 1 (stable in rat liver microsomes).